From a dataset of NCI-60 drug combinations with 297,098 pairs across 59 cell lines. Regression. Given two drug SMILES strings and cell line genomic features, predict the synergy score measuring deviation from expected non-interaction effect. (1) Drug 1: CC1=C(N=C(N=C1N)C(CC(=O)N)NCC(C(=O)N)N)C(=O)NC(C(C2=CN=CN2)OC3C(C(C(C(O3)CO)O)O)OC4C(C(C(C(O4)CO)O)OC(=O)N)O)C(=O)NC(C)C(C(C)C(=O)NC(C(C)O)C(=O)NCCC5=NC(=CS5)C6=NC(=CS6)C(=O)NCCC[S+](C)C)O. Drug 2: CN(C(=O)NC(C=O)C(C(C(CO)O)O)O)N=O. Cell line: TK-10. Synergy scores: CSS=11.7, Synergy_ZIP=-2.27, Synergy_Bliss=2.15, Synergy_Loewe=-17.8, Synergy_HSA=0.944. (2) Drug 1: C(=O)(N)NO. Drug 2: C1=NC2=C(N=C(N=C2N1C3C(C(C(O3)CO)O)F)Cl)N. Cell line: OVCAR-8. Synergy scores: CSS=32.1, Synergy_ZIP=-1.17, Synergy_Bliss=0.610, Synergy_Loewe=-16.5, Synergy_HSA=2.64. (3) Drug 1: C1CN1P(=S)(N2CC2)N3CC3. Drug 2: CC1=C(C=C(C=C1)NC(=O)C2=CC=C(C=C2)CN3CCN(CC3)C)NC4=NC=CC(=N4)C5=CN=CC=C5. Cell line: 786-0. Synergy scores: CSS=11.3, Synergy_ZIP=-6.33, Synergy_Bliss=-6.65, Synergy_Loewe=-9.10, Synergy_HSA=-5.01. (4) Drug 1: CCC(=C(C1=CC=CC=C1)C2=CC=C(C=C2)OCCN(C)C)C3=CC=CC=C3.C(C(=O)O)C(CC(=O)O)(C(=O)O)O. Drug 2: CCC1=C2CN3C(=CC4=C(C3=O)COC(=O)C4(CC)O)C2=NC5=C1C=C(C=C5)O. Cell line: MALME-3M. Synergy scores: CSS=12.0, Synergy_ZIP=-2.03, Synergy_Bliss=-0.460, Synergy_Loewe=-52.7, Synergy_HSA=-2.63. (5) Drug 1: CS(=O)(=O)CCNCC1=CC=C(O1)C2=CC3=C(C=C2)N=CN=C3NC4=CC(=C(C=C4)OCC5=CC(=CC=C5)F)Cl. Drug 2: CN(CCCl)CCCl.Cl. Cell line: OVCAR3. Synergy scores: CSS=13.6, Synergy_ZIP=-6.95, Synergy_Bliss=-3.61, Synergy_Loewe=-6.61, Synergy_HSA=-3.88. (6) Drug 1: C(=O)(N)NO. Drug 2: C1C(C(OC1N2C=NC(=NC2=O)N)CO)O. Cell line: EKVX. Synergy scores: CSS=-1.61, Synergy_ZIP=4.40, Synergy_Bliss=-4.33, Synergy_Loewe=-4.62, Synergy_HSA=-4.17. (7) Drug 1: C1CCC(C1)C(CC#N)N2C=C(C=N2)C3=C4C=CNC4=NC=N3. Drug 2: C(CN)CNCCSP(=O)(O)O. Cell line: OVCAR-8. Synergy scores: CSS=2.34, Synergy_ZIP=0.0250, Synergy_Bliss=-1.09, Synergy_Loewe=-3.04, Synergy_HSA=-2.98.